Dataset: Catalyst prediction with 721,799 reactions and 888 catalyst types from USPTO. Task: Predict which catalyst facilitates the given reaction. (1) Reactant: CC([N:5]([C@H:9]1[CH2:12][C@H:11]([O:13][C:14]2[CH:19]=[CH:18][C:17]([F:20])=[C:16]([C:21]([F:24])([F:23])[F:22])[CH:15]=2)[CH2:10]1)C(=O)[O-])(C)C.[ClH:25]. Product: [ClH:25].[F:20][C:17]1[CH:18]=[CH:19][C:14]([O:13][C@H:11]2[CH2:12][C@H:9]([NH2:5])[CH2:10]2)=[CH:15][C:16]=1[C:21]([F:22])([F:23])[F:24]. The catalyst class is: 472. (2) Reactant: Br[C:2]1[CH:38]=[CH:37][C:5]([CH2:6][N:7]2[C:11]3[CH:12]=[CH:13][C:14]([O:16][CH2:17][C:18]4[CH:27]=[CH:26][C:25]5[C:20](=[CH:21][CH:22]=[CH:23][CH:24]=5)[N:19]=4)=[CH:15][C:10]=3[N:9]=[C:8]2[CH2:28][C:29]([CH3:36])([CH3:35])[C:30]([O:32]CC)=[O:31])=[CH:4][CH:3]=1.[NH:39]1[CH2:42][CH2:41][CH2:40]1.CC(P(C(C)(C)C)C1C(C2C=CC=CC=2)=CC=CC=1)(C)C.CC([O-])(C)C.[K+]. Product: [N:39]1([C:2]2[CH:3]=[CH:4][C:5]([CH2:6][N:7]3[C:11]4[CH:12]=[CH:13][C:14]([O:16][CH2:17][C:18]5[CH:27]=[CH:26][C:25]6[C:20](=[CH:21][CH:22]=[CH:23][CH:24]=6)[N:19]=5)=[CH:15][C:10]=4[N:9]=[C:8]3[CH2:28][C:29]([CH3:36])([CH3:35])[C:30]([OH:32])=[O:31])=[CH:37][CH:38]=2)[CH2:42][CH2:41][CH2:40]1. The catalyst class is: 110. (3) Reactant: COC1C=CC(C(C2C=CC(OC)=CC=2)(C2C=CC=CC=2)[NH:10][C:11]2[O:12][CH2:13][CH2:14][C@@:15]([CH:38]([F:40])[F:39])([C:17]3[CH:22]=[C:21]([N:23]=C(C4C=CC=CC=4)C4C=CC=CC=4)[CH:20]=[CH:19][C:18]=3[F:37])[N:16]=2)=CC=1.FC(F)(F)C(O)=O.Cl.C([O-])([O-])=O.[Na+].[Na+]. Product: [NH2:23][C:21]1[CH:20]=[CH:19][C:18]([F:37])=[C:17]([C@:15]2([CH:38]([F:39])[F:40])[CH2:14][CH2:13][O:12][C:11]([NH2:10])=[N:16]2)[CH:22]=1. The catalyst class is: 269. (4) Reactant: [C:1]([NH:4][C:5]1[N:6]=[C:7]([O:38][CH3:39])[C:8]2[C:13]([C:14]3[CH:19]=[CH:18][CH:17]=[CH:16][CH:15]=3)=[C:12]([C:20]3[CH:25]=[CH:24][C:23]([C:26]4([NH:30]C(=O)OC(C)(C)C)[CH2:29][CH2:28][CH2:27]4)=[CH:22][CH:21]=3)[O:11][C:9]=2[N:10]=1)(=[O:3])[CH3:2].C(O)(C(F)(F)F)=O. Product: [NH2:30][C:26]1([C:23]2[CH:24]=[CH:25][C:20]([C:12]3[O:11][C:9]4[N:10]=[C:5]([NH:4][C:1](=[O:3])[CH3:2])[N:6]=[C:7]([O:38][CH3:39])[C:8]=4[C:13]=3[C:14]3[CH:15]=[CH:16][CH:17]=[CH:18][CH:19]=3)=[CH:21][CH:22]=2)[CH2:27][CH2:28][CH2:29]1. The catalyst class is: 2. (5) Reactant: [ClH:1].[F:2][C:3]1([F:24])[CH2:8][CH2:7][N:6]([CH2:9][C:10]2[N:15]=[C:14]([NH:16]C(=O)OC(C)(C)C)[CH:13]=[CH:12][CH:11]=2)[CH2:5][CH2:4]1. Product: [ClH:1].[F:24][C:3]1([F:2])[CH2:4][CH2:5][N:6]([CH2:9][C:10]2[N:15]=[C:14]([NH2:16])[CH:13]=[CH:12][CH:11]=2)[CH2:7][CH2:8]1. The catalyst class is: 5. (6) Reactant: [CH3:1][O:2][C:3]1[CH:26]=[CH:25][CH:24]=[CH:23][C:4]=1[CH2:5][NH:6][C:7]([NH:9][C:10]1[CH:15]=[CH:14][CH:13]=[C:12]([CH2:16][C:17]2([CH3:22])OCC[O:18]2)[CH:11]=1)=[O:8].C(O)(=O)C.C(NC(NC1C=CC=C(CC(=O)C)C=1)=O)C1C=CC=CC=1. Product: [CH3:1][O:2][C:3]1[CH:26]=[CH:25][CH:24]=[CH:23][C:4]=1[CH2:5][NH:6][C:7]([NH:9][C:10]1[CH:15]=[CH:14][CH:13]=[C:12]([CH2:16][C:17](=[O:18])[CH3:22])[CH:11]=1)=[O:8]. The catalyst class is: 6. (7) Reactant: [CH3:1][C:2]([CH3:22])([CH3:21])[CH2:3]/[CH:4]=[C:5](/[NH:10]C(OCC1C=CC=CC=1)=O)\[C:6]([O:8][CH3:9])=[O:7]. Product: [CH3:1][C:2]([CH3:22])([CH3:21])[CH2:3][CH2:4][C@@H:5]([C:6]([O:8][CH3:9])=[O:7])[NH2:10]. The catalyst class is: 50. (8) Reactant: [OH-].[K+].[CH3:3][C@@:4]12[C@H:13]3[CH2:14][CH2:15][C@:16]4([CH3:22])[C:20](=O)[CH2:19][CH2:18][C@H:17]4[C@@H:12]3[CH2:11][CH2:10][C@H:9]1[CH2:8][C@@H:7]([OH:23])[CH2:6][CH2:5]2.O.NN.Cl. Product: [CH3:22][C@:16]12[CH2:15][CH2:14][C@H:13]3[C@@H:12]([CH2:11][CH2:10][C@@H:9]4[C@:4]3([CH3:3])[CH2:5][CH2:6][C@H:7]([OH:23])[CH2:8]4)[C@@H:17]1[CH2:18][CH2:19][CH2:20]2. The catalyst class is: 196. (9) Reactant: [CH3:1][N:2]1[C:14]2[C:13]3[CH:12]=[C:11]4[CH:15]=[CH:16][CH:17]=[CH:18][C:10]4=[CH:9][C:8]=3[N:7]=[C:6](Cl)[C:5]=2[N:4]=[CH:3]1.[CH3:20][NH2:21]. Product: [CH3:1][N:2]1[C:14]2[C:13]3[CH:12]=[C:11]4[CH:15]=[CH:16][CH:17]=[CH:18][C:10]4=[CH:9][C:8]=3[N:7]=[C:6]([NH:21][CH3:20])[C:5]=2[N:4]=[CH:3]1. The catalyst class is: 25.